Task: Predict the product of the given reaction.. Dataset: Forward reaction prediction with 1.9M reactions from USPTO patents (1976-2016) (1) Given the reactants [F:1][C:2]1[CH:3]=[C:4]([C:8]2[CH:17]=[N:16][C:15]3[NH:14][CH2:13][CH2:12][O:11][C:10]=3[CH:9]=2)[CH:5]=[N:6][CH:7]=1.N1C=CC=CC=1.[C:24](Cl)(=[O:26])[CH3:25], predict the reaction product. The product is: [F:1][C:2]1[CH:3]=[C:4]([C:8]2[CH:17]=[N:16][C:15]3[N:14]([C:24](=[O:26])[CH3:25])[CH2:13][CH2:12][O:11][C:10]=3[CH:9]=2)[CH:5]=[N:6][CH:7]=1. (2) Given the reactants [Br:1][C:2]1[CH:3]=[C:4]([O:13][CH3:14])[C:5]2[N:6]([N:8]=[CH:9][C:10]=2[CH:11]=O)[CH:7]=1.Cl.[NH2:16][OH:17].C(=O)(O)[O-].[Na+], predict the reaction product. The product is: [Br:1][C:2]1[CH:3]=[C:4]([O:13][CH3:14])[C:5]2[N:6]([N:8]=[CH:9][C:10]=2[CH:11]=[N:16][OH:17])[CH:7]=1. (3) The product is: [CH2:1]([O:3][C:4](=[O:28])[CH2:5][CH2:6][C:7]1([CH3:27])[CH2:12][N:11]([C:13]([O:15][C:16]([CH3:18])([CH3:19])[CH3:17])=[O:14])[CH2:10][CH2:9][N:8]1[C:20]([O:22][C:23]([CH3:26])([CH3:25])[CH3:24])=[O:21])[CH3:2]. Given the reactants [CH2:1]([O:3][C:4](=[O:28])/[CH:5]=[CH:6]/[C:7]1([CH3:27])[CH2:12][N:11]([C:13]([O:15][C:16]([CH3:19])([CH3:18])[CH3:17])=[O:14])[CH2:10][CH2:9][N:8]1[C:20]([O:22][C:23]([CH3:26])([CH3:25])[CH3:24])=[O:21])[CH3:2], predict the reaction product. (4) Given the reactants [OH:1][C@:2]1([C:30]([F:36])([F:35])[C:31]([F:34])([F:33])[F:32])[C@:18]2([CH3:19])[C@H:5]([C@H:6]3[C:15]([C@@H:16]([C:20]4[CH:25]=[CH:24][C:23]([CH:26]([OH:28])[CH3:27])=[CH:22][CH:21]=4)[CH2:17]2)=[C:14]2[C:9](=[CH:10][C:11](=[O:29])[CH2:12][CH2:13]2)[CH2:8][CH2:7]3)[CH2:4][CH2:3]1.[C:37]([O:41][C:42]([NH:44][C@@H:45]([CH:49]([CH3:51])[CH3:50])[C:46](O)=[O:47])=[O:43])([CH3:40])([CH3:39])[CH3:38].Cl.CN(C)CCCN=C=NCC.O, predict the reaction product. The product is: [OH:1][C@:2]1([C:30]([F:35])([F:36])[C:31]([F:32])([F:33])[F:34])[C@:18]2([CH3:19])[C@H:5]([C@H:6]3[C:15]([C@@H:16]([C:20]4[CH:21]=[CH:22][C:23]([CH:26]([O:28][C:46](=[O:47])[C@@H:45]([NH:44][C:42]([O:41][C:37]([CH3:38])([CH3:40])[CH3:39])=[O:43])[CH:49]([CH3:51])[CH3:50])[CH3:27])=[CH:24][CH:25]=4)[CH2:17]2)=[C:14]2[C:9](=[CH:10][C:11](=[O:29])[CH2:12][CH2:13]2)[CH2:8][CH2:7]3)[CH2:4][CH2:3]1. (5) The product is: [O:1]=[C:2]1[CH2:6][CH2:5][CH2:4][N:3]1[C:7]1[CH:8]=[CH:9][C:10]([NH:13][C:22]([N:44]2[CH2:45][CH2:46][N:41]([C:38]3[S:39][CH:40]=[C:36]([C:30]4[CH:35]=[CH:34][CH:33]=[CH:32][CH:31]=4)[N:37]=3)[CH2:42][CH2:43]2)=[O:24])=[CH:11][CH:12]=1. Given the reactants [O:1]=[C:2]1[CH2:6][CH2:5][CH2:4][N:3]1[C:7]1[CH:12]=[CH:11][C:10]([N:13]([C:22]([O:24]CC(Cl)(Cl)Cl)=O)C(OCC(Cl)(Cl)Cl)=O)=[CH:9][CH:8]=1.[C:30]1([C:36]2[N:37]=[C:38]([N:41]3[CH2:46][CH2:45][NH:44][CH2:43][CH2:42]3)[S:39][CH:40]=2)[CH:35]=[CH:34][CH:33]=[CH:32][CH:31]=1.C(N(C(C)C)CC)(C)C.CS(C)=O, predict the reaction product. (6) Given the reactants [Cl:1][C:2]1[C:7]([N:8]2[CH2:13][CH2:12][CH:11]([C:14]3[CH:19]=[CH:18][C:17]([O:20][CH3:21])=[CH:16][CH:15]=3)[CH2:10][CH2:9]2)=[CH:6][N:5]=[N:4][C:3]=1[NH:22][NH:23][C:24](=O)[CH2:25][CH:26]1[CH2:28][CH2:27]1.P(Cl)(Cl)(Cl)=O, predict the reaction product. The product is: [Cl:1][C:2]1[C:3]2[N:4]([C:24]([CH2:25][CH:26]3[CH2:27][CH2:28]3)=[N:23][N:22]=2)[N:5]=[CH:6][C:7]=1[N:8]1[CH2:9][CH2:10][CH:11]([C:14]2[CH:15]=[CH:16][C:17]([O:20][CH3:21])=[CH:18][CH:19]=2)[CH2:12][CH2:13]1. (7) Given the reactants [F-].C([N+](CCCC)(CCCC)CCCC)CCC.[Cl:19][C:20]1[CH:25]=[C:24]([Cl:26])[C:23]([O:27][CH3:28])=[CH:22][C:21]=1[C:29]1[CH:34]=[CH:33][N:32]=[C:31]2[N:35](COCC[Si](C)(C)C)[CH:36]=[C:37]([C:38]#[N:39])[C:30]=12.C(N)CN, predict the reaction product. The product is: [Cl:19][C:20]1[CH:25]=[C:24]([Cl:26])[C:23]([O:27][CH3:28])=[CH:22][C:21]=1[C:29]1[CH:34]=[CH:33][N:32]=[C:31]2[NH:35][CH:36]=[C:37]([C:38]#[N:39])[C:30]=12. (8) Given the reactants Cl.OC(C)(C)[CH2:4][N:5]1[CH:9]=[CH:8][C:7]([NH:10][C:11](=[O:32])[C@@H:12]([N:17]2[CH2:21][C:20]([O:22][C:23]3[CH:28]=[CH:27][CH:26]=[C:25]([Cl:29])[C:24]=3[Cl:30])=[CH:19][C:18]2=[O:31])[CH2:13][CH:14]([CH3:16])[CH3:15])=[N:6]1.CN1C=CC(N)=N1.F[P-](F)(F)(F)(F)F.N1(O[P+](N(C)C)(N(C)C)N(C)C)C2C=CC=CC=2N=N1.C(N(CC)C(C)C)(C)C, predict the reaction product. The product is: [CH3:4][N:5]1[CH:9]=[CH:8][C:7]([NH:10][C:11](=[O:32])[C@@H:12]([N:17]2[CH2:21][C:20]([O:22][C:23]3[CH:28]=[CH:27][CH:26]=[C:25]([Cl:29])[C:24]=3[Cl:30])=[CH:19][C:18]2=[O:31])[CH2:13][CH:14]([CH3:16])[CH3:15])=[N:6]1. (9) Given the reactants [F:1][C:2]([F:34])([F:33])[C:3]1[CH:4]=[C:5]([C:13]2[N:17]([CH3:18])[C:16]([C:19]([N:21]3[CH2:26][CH2:25][CH:24]([N:27]4[CH2:31][CH2:30][CH2:29][CH2:28]4)[CH2:23][CH2:22]3)=[O:20])=[C:15](I)[N:14]=2)[CH:6]=[C:7]([C:9]([F:12])([F:11])[F:10])[CH:8]=1.[N:35]1[CH:40]=[CH:39][C:38](B(O)O)=[CH:37][CH:36]=1, predict the reaction product. The product is: [F:1][C:2]([F:34])([F:33])[C:3]1[CH:4]=[C:5]([C:13]2[N:17]([CH3:18])[C:16]([C:19]([N:21]3[CH2:26][CH2:25][CH:24]([N:27]4[CH2:31][CH2:30][CH2:29][CH2:28]4)[CH2:23][CH2:22]3)=[O:20])=[C:15]([C:38]3[CH:39]=[CH:40][N:35]=[CH:36][CH:37]=3)[N:14]=2)[CH:6]=[C:7]([C:9]([F:12])([F:11])[F:10])[CH:8]=1.